This data is from NCI-60 drug combinations with 297,098 pairs across 59 cell lines. The task is: Regression. Given two drug SMILES strings and cell line genomic features, predict the synergy score measuring deviation from expected non-interaction effect. Drug 1: CC1=CC2C(CCC3(C2CCC3(C(=O)C)OC(=O)C)C)C4(C1=CC(=O)CC4)C. Drug 2: C1=CN(C(=O)N=C1N)C2C(C(C(O2)CO)O)O.Cl. Cell line: SF-268. Synergy scores: CSS=16.2, Synergy_ZIP=-2.46, Synergy_Bliss=3.56, Synergy_Loewe=-57.1, Synergy_HSA=-0.699.